From a dataset of Catalyst prediction with 721,799 reactions and 888 catalyst types from USPTO. Predict which catalyst facilitates the given reaction. Reactant: [OH-].[Na+].C(O[C:6]([C:8]1[NH:9][C:10]([CH3:37])=[C:11]([C:14]2[NH:15][C:16]3[CH:22]=[C:21]([S:23][C:24]4[CH:29]=[CH:28][N:27]=[CH:26][CH:25]=4)[C:20]([O:30][C:31]4[CH:36]=[CH:35][CH:34]=[CH:33][CH:32]=4)=[CH:19][C:17]=3[N:18]=2)[C:12]=1[CH3:13])=[O:7])C.[CH2:38]([N:40]=[C:41]=NCCCN(C)C)C.CNC. Product: [CH3:38][N:40]([CH3:41])[C:6]([C:8]1[NH:9][C:10]([CH3:37])=[C:11]([C:14]2[NH:15][C:16]3[CH:22]=[C:21]([S:23][C:24]4[CH:29]=[CH:28][N:27]=[CH:26][CH:25]=4)[C:20]([O:30][C:31]4[CH:32]=[CH:33][CH:34]=[CH:35][CH:36]=4)=[CH:19][C:17]=3[N:18]=2)[C:12]=1[CH3:13])=[O:7]. The catalyst class is: 737.